Dataset: Reaction yield outcomes from USPTO patents with 853,638 reactions. Task: Predict the reaction yield, written as a fraction of the theoretical maximum amount of product (1.0 means a 100% yield; for example, 0.34 means a 34% yield). (1) The reactants are [NH3:1].C([NH:10]/[C:11](=[N:14]\[C:15]1[C:16]([C@@H:25]2[N:29]([C:30]([O:32][C:33]([CH3:36])([CH3:35])[CH3:34])=[O:31])[C@H:28]([CH2:37][O:38][Si:39]([C:42]([CH3:45])([CH3:44])[CH3:43])([CH3:41])[CH3:40])[C@H:27]3[O:46][C:47]([CH3:50])([CH3:49])[O:48][C@@H:26]23)=[CH:17][NH:18][C:19]=1[C:20]([O:22]CC)=O)/SC)(=O)C1C=CC=CC=1. The catalyst is CO. The product is [NH2:1][C:11]1[NH:10][C:20](=[O:22])[C:19]2[NH:18][CH:17]=[C:16]([C@@H:25]3[N:29]([C:30]([O:32][C:33]([CH3:36])([CH3:34])[CH3:35])=[O:31])[C@H:28]([CH2:37][O:38][Si:39]([C:42]([CH3:43])([CH3:44])[CH3:45])([CH3:41])[CH3:40])[C@H:27]4[O:46][C:47]([CH3:50])([CH3:49])[O:48][C@@H:26]34)[C:15]=2[N:14]=1. The yield is 0.580. (2) The reactants are [CH2:1]([C@@:4]1([C:21]2[CH:26]=[CH:25][CH:24]=[CH:23][CH:22]=2)[O:9][C:8](=[O:10])[N:7]([C@H:11]([C:14]2[CH:19]=[CH:18][C:17]([Br:20])=[CH:16][CH:15]=2)[CH2:12][CH3:13])[CH2:6][CH2:5]1)[CH:2]=[CH2:3].[O:27]1CCCC1. No catalyst specified. The product is [Br:20][C:17]1[CH:16]=[CH:15][C:14]([C@@H:11]([N:7]2[CH2:6][CH2:5][C@:4]([CH2:1][CH2:2][CH2:3][OH:27])([C:21]3[CH:22]=[CH:23][CH:24]=[CH:25][CH:26]=3)[O:9][C:8]2=[O:10])[CH2:12][CH3:13])=[CH:19][CH:18]=1. The yield is 0.150. (3) The reactants are [Cl:1][C:2]1[CH:10]=[C:9]2[C:5]([C:6]([C:14](=[O:19])C(F)(F)F)=[CH:7][N:8]2[CH:11]([CH3:13])[CH3:12])=[CH:4][CH:3]=1.[OH-:20].[Na+].Cl. No catalyst specified. The product is [Cl:1][C:2]1[CH:10]=[C:9]2[C:5]([C:6]([C:14]([OH:19])=[O:20])=[CH:7][N:8]2[CH:11]([CH3:12])[CH3:13])=[CH:4][CH:3]=1. The yield is 0.990.